From a dataset of Forward reaction prediction with 1.9M reactions from USPTO patents (1976-2016). Predict the product of the given reaction. (1) Given the reactants [Cl:1][C:2]1[CH:3]=[C:4]([CH:18]=[C:19]([O:28][CH:29]2[CH2:34][CH2:33][CH2:32][CH2:31][CH2:30]2)[C:20]=1[O:21][CH:22]1[CH2:27][CH2:26][CH2:25][CH2:24][CH2:23]1)[C:5]([NH:7][C:8]1[CH:17]=[CH:16][C:11]([C:12]([O:14]C)=[O:13])=[CH:10][CH:9]=1)=[O:6], predict the reaction product. The product is: [Cl:1][C:2]1[CH:3]=[C:4]([CH:18]=[C:19]([O:28][CH:29]2[CH2:34][CH2:33][CH2:32][CH2:31][CH2:30]2)[C:20]=1[O:21][CH:22]1[CH2:27][CH2:26][CH2:25][CH2:24][CH2:23]1)[C:5]([NH:7][C:8]1[CH:9]=[CH:10][C:11]([C:12]([OH:14])=[O:13])=[CH:16][CH:17]=1)=[O:6]. (2) The product is: [CH3:1][O:2][C:3](=[O:16])[C:4]1[CH:9]=[CH:8][C:7]([C:10]2[NH:24][C:20]3[C:21]([C:11]=2[CH2:12][CH3:13])=[CH:22][CH:23]=[C:18]([Cl:17])[C:19]=3[F:26])=[CH:6][C:5]=1[OH:15]. Given the reactants [CH3:1][O:2][C:3](=[O:16])[C:4]1[CH:9]=[CH:8][C:7]([C:10](=O)[CH2:11][CH2:12][CH3:13])=[CH:6][C:5]=1[OH:15].[Cl:17][C:18]1[C:19]([F:26])=[C:20]([NH:24]N)[CH:21]=[CH:22][CH:23]=1, predict the reaction product. (3) Given the reactants [C:1]([O:5][C:6]([N:8]1[CH2:13][CH2:12][N:11]([C:14]2[CH:19]=[CH:18][C:17]([NH2:20])=[CH:16][C:15]=2[F:21])[CH2:10][CH2:9]1)=[O:7])([CH3:4])([CH3:3])[CH3:2].[CH:22]1([C:27](O)=[O:28])[CH2:26][CH2:25][CH2:24][CH2:23]1, predict the reaction product. The product is: [C:1]([O:5][C:6]([N:8]1[CH2:13][CH2:12][N:11]([C:14]2[CH:19]=[CH:18][C:17]([NH:20][C:27]([CH:22]3[CH2:26][CH2:25][CH2:24][CH2:23]3)=[O:28])=[CH:16][C:15]=2[F:21])[CH2:10][CH2:9]1)=[O:7])([CH3:4])([CH3:2])[CH3:3]. (4) Given the reactants [Cl:1][C:2]1[CH:3]=[CH:4][C:5]2[N:11]([CH3:12])[C:10](=[O:13])[CH:9]([N:14]=[C:15]=[S:16])[N:8]=[C:7]([C:17]3[CH:22]=[CH:21][CH:20]=[CH:19][CH:18]=3)[C:6]=2[CH:23]=1.[CH3:24][N:25]([CH3:33])[C:26]1[CH:31]=[CH:30][C:29]([NH2:32])=[CH:28][CH:27]=1, predict the reaction product. The product is: [Cl:1][C:2]1[CH:3]=[CH:4][C:5]2[N:11]([CH3:12])[C:10](=[O:13])[CH:9]([NH:14][C:15]([NH:32][C:29]3[CH:30]=[CH:31][C:26]([N:25]([CH3:33])[CH3:24])=[CH:27][CH:28]=3)=[S:16])[N:8]=[C:7]([C:17]3[CH:18]=[CH:19][CH:20]=[CH:21][CH:22]=3)[C:6]=2[CH:23]=1. (5) The product is: [Br:12][C:13]1[N:17]([C:2]([O:4][CH2:5][C:6]2[CH:11]=[CH:10][CH:9]=[CH:8][CH:7]=2)=[O:3])[C:16]2[CH:18]=[CH:19][CH:20]=[CH:21][C:15]=2[N:14]=1. Given the reactants Cl[C:2]([O:4][CH2:5][C:6]1[CH:11]=[CH:10][CH:9]=[CH:8][CH:7]=1)=[O:3].[Br:12][C:13]1[NH:17][C:16]2[CH:18]=[CH:19][CH:20]=[CH:21][C:15]=2[N:14]=1.N1C=CC=CC=1.O, predict the reaction product. (6) Given the reactants [C:1]([N:9]([C:18]1[C:23]([C:24]([N:26]2[CH2:31][CH2:30][CH:29]([C:32]3[CH:37]=[CH:36][C:35]([F:38])=[CH:34][CH:33]=3)[CH2:28][CH2:27]2)=[O:25])=[CH:22][N:21]=[C:20]([SH:39])[C:19]=1[Cl:40])C(=O)C1C=CC=CC=1)(=[O:8])[C:2]1[CH:7]=[CH:6][CH:5]=[CH:4][CH:3]=1.C(=O)([O-])[O-].[K+].[K+].[Cl-].[NH4+], predict the reaction product. The product is: [Cl:40][C:19]1[C:20]([SH:39])=[N:21][CH:22]=[C:23]([C:24]([N:26]2[CH2:31][CH2:30][CH:29]([C:32]3[CH:33]=[CH:34][C:35]([F:38])=[CH:36][CH:37]=3)[CH2:28][CH2:27]2)=[O:25])[C:18]=1[NH:9][C:1](=[O:8])[C:2]1[CH:7]=[CH:6][CH:5]=[CH:4][CH:3]=1. (7) Given the reactants [NH2:1][C:2]([NH2:4])=[S:3].[C:5]([C:9]1[CH:22]=[C:21]([CH2:23]O)[C:20]2[O:19][C:18]3[C:13](=[CH:14][C:15]([C:27]([CH3:30])([CH3:29])[CH3:28])=[CH:16][C:17]=3[CH2:25]O)[C:12]([CH3:32])([CH3:31])[C:11]=2[CH:10]=1)([CH3:8])([CH3:7])[CH3:6].[BrH:33], predict the reaction product. The product is: [BrH:33].[BrH:33].[C:2]([S:3][CH2:25][C:17]1[C:18]2[O:19][C:20]3[C:11](=[CH:10][C:9]([C:5]([CH3:7])([CH3:8])[CH3:6])=[CH:22][C:21]=3[CH2:23][S:3][C:2](=[NH:1])[NH2:4])[C:12]([CH3:32])([CH3:31])[C:13]=2[CH:14]=[C:15]([C:27]([CH3:30])([CH3:28])[CH3:29])[CH:16]=1)(=[NH:4])[NH2:1].